Task: Predict which catalyst facilitates the given reaction.. Dataset: Catalyst prediction with 721,799 reactions and 888 catalyst types from USPTO (1) Reactant: Cl.[NH:2]1[C:6]2[CH:7]=[CH:8][CH:9]=[C:10]([C:11]([OH:13])=O)[C:5]=2[N:4]=[CH:3]1.Cl.[CH3:15][NH:16][O:17][CH3:18].C(N(C(C)C)C(C)C)C. The catalyst class is: 3. Product: [CH3:18][O:17][N:16]([CH3:15])[C:11]([C:10]1[C:5]2[N:4]=[CH:3][NH:2][C:6]=2[CH:7]=[CH:8][CH:9]=1)=[O:13]. (2) Reactant: [CH2:1]([O:3][C:4]([N:6]1[CH2:22][CH2:21][C:10]2[C:11]3[CH:12](Cl)[C:13]([F:19])([F:18])[CH2:14][C:15]=3[CH:16]=[CH:17][C:9]=2[CH2:8][CH2:7]1)=[O:5])[CH3:2].[H][H]. Product: [CH2:1]([O:3][C:4]([N:6]1[CH2:22][CH2:21][C:10]2[C:11]3[CH2:12][C:13]([F:19])([F:18])[CH2:14][C:15]=3[CH:16]=[CH:17][C:9]=2[CH2:8][CH2:7]1)=[O:5])[CH3:2]. The catalyst class is: 99.